This data is from Forward reaction prediction with 1.9M reactions from USPTO patents (1976-2016). The task is: Predict the product of the given reaction. (1) Given the reactants C([O:3][C:4](=[O:28])[C:5]1([CH2:27][CH2:26][CH2:25][CH2:24]1)[NH:6][C:7]([C:9]1[CH:18]=[C:17]2[C:12]([C:13]([Cl:23])=[CH:14][N:15]=[C:16]2[NH:19][C:20]([NH2:22])=[NH:21])=[CH:11][CH:10]=1)=[O:8])C.[OH-].[Na+].Cl, predict the reaction product. The product is: [Cl:23][C:13]1[C:12]2[C:17](=[CH:18][C:9]([C:7]([NH:6][C:5]3([C:4]([OH:28])=[O:3])[CH2:27][CH2:26][CH2:25][CH2:24]3)=[O:8])=[CH:10][CH:11]=2)[C:16]([NH:19][C:20]([NH2:22])=[NH:21])=[N:15][CH:14]=1. (2) Given the reactants [C:1]([Si:5]([CH3:17])([CH3:16])[O:6][C@@H:7]1[CH2:11][C@H:10](OC(=O)C)[CH:9]=[CH:8]1)([CH3:4])([CH3:3])[CH3:2].O[C@@H]1C[C@H](OC(=O)C)C=C1.[N-:28]=[N+:29]=[N-:30].[Na+].C1(P(C2C=CC=CC=2)C2C=CC=CC=2)C=CC=CC=1.[Cl-].[Na+], predict the reaction product. The product is: [N:28]([C@H:10]1[CH2:11][C@@H:7]([O:6][Si:5]([C:1]([CH3:4])([CH3:3])[CH3:2])([CH3:17])[CH3:16])[CH:8]=[CH:9]1)=[N+:29]=[N-:30].